From a dataset of Full USPTO retrosynthesis dataset with 1.9M reactions from patents (1976-2016). Predict the reactants needed to synthesize the given product. (1) Given the product [CH3:1][C:2]1[CH:6]=[C:5]([CH3:7])[N:4]([CH2:8][C:9]([N:11]2[CH2:12][CH2:13][N:14]([C:17]3[CH:25]=[CH:24][CH:23]=[CH:22][C:18]=3[C:19]([NH:32][C:33]3[CH:38]=[CH:37][N:36]=[CH:35][CH:34]=3)=[O:20])[CH2:15][CH2:16]2)=[O:10])[N:3]=1, predict the reactants needed to synthesize it. The reactants are: [CH3:1][C:2]1[CH:6]=[C:5]([CH3:7])[N:4]([CH2:8][C:9]([N:11]2[CH2:16][CH2:15][N:14]([C:17]3[CH:25]=[CH:24][CH:23]=[CH:22][C:18]=3[C:19](O)=[O:20])[CH2:13][CH2:12]2)=[O:10])[N:3]=1.C(Cl)(=O)C(Cl)=O.[NH2:32][C:33]1[CH:38]=[CH:37][N:36]=[CH:35][CH:34]=1.C(N(C(C)C)CC)(C)C. (2) Given the product [F:1][C:2]([F:39])([F:38])[C:3]1[CH:4]=[C:5]([CH:31]=[C:32]([C:34]([F:37])([F:36])[F:35])[CH:33]=1)[CH2:6][N:7]1[CH2:14][CH2:13][CH2:12][NH:11][C:10]2[N:15]=[C:16]([N:49]3[CH2:50][CH2:51][CH:46]([N:40]4[CH2:45][CH2:44][O:43][CH2:42][CH2:41]4)[CH2:47][CH2:48]3)[N:17]=[C:18]([C:19]3[CH:24]=[CH:23][CH:22]=[CH:21][C:20]=3[CH3:25])[C:9]=2[C:8]1=[O:30], predict the reactants needed to synthesize it. The reactants are: [F:1][C:2]([F:39])([F:38])[C:3]1[CH:4]=[C:5]([CH:31]=[C:32]([C:34]([F:37])([F:36])[F:35])[CH:33]=1)[CH2:6][N:7]1[CH2:14][CH2:13][CH2:12][NH:11][C:10]2[N:15]=[C:16](S(C)(=O)=O)[N:17]=[C:18]([C:19]3[CH:24]=[CH:23][CH:22]=[CH:21][C:20]=3[CH3:25])[C:9]=2[C:8]1=[O:30].[N:40]1([CH:46]2[CH2:51][CH2:50][NH:49][CH2:48][CH2:47]2)[CH2:45][CH2:44][O:43][CH2:42][CH2:41]1.